Dataset: Full USPTO retrosynthesis dataset with 1.9M reactions from patents (1976-2016). Task: Predict the reactants needed to synthesize the given product. (1) Given the product [C@@H:5]([O:16][C:4]1[C:5]([CH3:15])=[C:6]([CH3:14])[C:7]2[N:8]([C:10]([NH2:13])=[N:11][N:12]=2)[N:9]=1)([CH2:6][CH3:7])[CH3:4], predict the reactants needed to synthesize it. The reactants are: [H-].[Na+].Cl[C:4]1[C:5]([CH3:15])=[C:6]([CH3:14])[C:7]2[N:8]([C:10]([NH2:13])=[N:11][N:12]=2)[N:9]=1.[OH2:16]. (2) Given the product [C:1]([O:5][C:6](=[O:54])[N:7]([C:8]1[CH:13]=[CH:12][C:11]([N:14]2[CH2:15][CH2:16][O:17][CH2:18][CH2:19]2)=[CH:10][C:9]=1[NH2:20])[C:23]1[CH:28]=[C:27]([N:29]([CH3:53])[C:30]([N:32]([C:41]2[C:42]([Cl:52])=[C:43]([O:50][CH3:51])[CH:44]=[C:45]([O:48][CH3:49])[C:46]=2[Cl:47])[CH2:33][O:34][CH2:35][CH2:36][Si:37]([CH3:38])([CH3:39])[CH3:40])=[O:31])[N:26]=[CH:25][N:24]=1)([CH3:4])([CH3:2])[CH3:3], predict the reactants needed to synthesize it. The reactants are: [C:1]([O:5][C:6](=[O:54])[N:7]([C:23]1[CH:28]=[C:27]([N:29]([CH3:53])[C:30]([N:32]([C:41]2[C:46]([Cl:47])=[C:45]([O:48][CH3:49])[CH:44]=[C:43]([O:50][CH3:51])[C:42]=2[Cl:52])[CH2:33][O:34][CH2:35][CH2:36][Si:37]([CH3:40])([CH3:39])[CH3:38])=[O:31])[N:26]=[CH:25][N:24]=1)[C:8]1[CH:13]=[CH:12][C:11]([N:14]2[CH2:19][CH2:18][O:17][CH2:16][CH2:15]2)=[CH:10][C:9]=1[N+:20]([O-])=O)([CH3:4])([CH3:3])[CH3:2]. (3) Given the product [Br:20][C:21]1[CH:22]=[C:23]2[C:24]([C:36]([OH:37])=[C:30]([C:31]([O:33][CH2:34][CH3:35])=[O:32])[C:28](=[O:29])[C:27]2([CH3:41])[CH3:42])=[CH:25][CH:26]=1, predict the reactants needed to synthesize it. The reactants are: OS(O)(=O)=O.O=P12OP3(OP(OP(O3)(O1)=O)(=O)O2)=O.[Br:20][C:21]1[CH:22]=[C:23]([C:27]([CH3:42])([CH3:41])[C:28]([CH:30]([C:36](OCC)=[O:37])[C:31]([O:33][CH2:34][CH3:35])=[O:32])=[O:29])[CH:24]=[CH:25][CH:26]=1. (4) Given the product [CH2:1]([C:5]1[S:9][C:8]([S:10][C:14]2[C:15]([C:20]#[N:21])=[N:16][CH:17]=[CH:18][N:19]=2)=[N:7][N:6]=1)[CH2:2][CH2:3][CH3:4], predict the reactants needed to synthesize it. The reactants are: [CH2:1]([C:5]1[S:9][C:8]([SH:10])=[N:7][N:6]=1)[CH2:2][CH2:3][CH3:4].[H-].[Na+].Cl[C:14]1[C:15]([C:20]#[N:21])=[N:16][CH:17]=[CH:18][N:19]=1.